Dataset: Catalyst prediction with 721,799 reactions and 888 catalyst types from USPTO. Task: Predict which catalyst facilitates the given reaction. (1) Reactant: [CH3:1][C:2]1[C:7]([NH2:8])=[CH:6][CH:5]=[C:4]([N:9]2[CH2:13][CH2:12][C@@H:11]([N:14]3[CH2:18][CH2:17][CH2:16][C@@H:15]3[CH3:19])[CH2:10]2)[N:3]=1.N1C=CC=CC=1.[F:26][C:27]1[CH:32]=[CH:31][C:30]([S:33](Cl)(=[O:35])=[O:34])=[CH:29][CH:28]=1.C(O)C(N)(CO)CO. Product: [F:26][C:27]1[CH:32]=[CH:31][C:30]([S:33]([NH:8][C:7]2[C:2]([CH3:1])=[N:3][C:4]([N:9]3[CH2:13][CH2:12][C@@H:11]([N:14]4[CH2:18][CH2:17][CH2:16][C@@H:15]4[CH3:19])[CH2:10]3)=[CH:5][CH:6]=2)(=[O:35])=[O:34])=[CH:29][CH:28]=1. The catalyst class is: 26. (2) Reactant: [I:1][C:2]1[CH:7]=[CH:6][CH:5]=[CH:4][C:3]=1[OH:8].[H-].[Na+].Br[CH2:12][CH:13]=[CH:14][CH2:15][CH3:16]. Product: [I:1][C:2]1[CH:7]=[CH:6][CH:5]=[CH:4][C:3]=1[O:8][CH2:12][CH:13]=[CH:14][CH2:15][CH3:16]. The catalyst class is: 3. (3) Reactant: [CH2:1]([O:3][C:4](=[O:22])[CH:5]([C:7]1[C:8]([I:21])=[C:9]2[C:16]3[CH2:17][CH2:18][CH2:19][CH2:20][C:15]=3[S:14][C:10]2=[N:11][C:12]=1[CH3:13])[OH:6])[CH3:2].C(O[C:27]([CH3:30])([CH3:29])[CH3:28])(=O)C.S(=O)(=O)(O)O. Product: [CH2:1]([O:3][C:4](=[O:22])[CH:5]([C:7]1[C:8]([I:21])=[C:9]2[C:16]3[CH2:17][CH2:18][CH2:19][CH2:20][C:15]=3[S:14][C:10]2=[N:11][C:12]=1[CH3:13])[O:6][C:27]([CH3:30])([CH3:29])[CH3:28])[CH3:2]. The catalyst class is: 4.